Dataset: Catalyst prediction with 721,799 reactions and 888 catalyst types from USPTO. Task: Predict which catalyst facilitates the given reaction. Reactant: [CH2:1]([N:3]=[C:4]=[S:5])[CH3:2].[CH2:6]([O:8][C:9](=[O:13])[CH2:10][C:11]#[N:12])[CH3:7].C(N(CC)CC)C. Product: [CH2:6]([O:8][C:9](=[O:13])[CH:10]([C:11]#[N:12])[C:4](=[S:5])[NH:3][CH2:1][CH3:2])[CH3:7]. The catalyst class is: 6.